Dataset: Forward reaction prediction with 1.9M reactions from USPTO patents (1976-2016). Task: Predict the product of the given reaction. (1) The product is: [S:37]1[CH2:41][CH2:40][N:39]2[CH:42]=[C:43]([CH2:45][NH:1][C:2]3[CH:3]=[C:4]([CH2:8][O:9][CH2:10][CH2:11][O:12][CH2:13][CH2:14][CH2:15][CH2:16][CH2:17][CH2:18][N:19]4[CH2:23][C@@H:22]([C:24]5[CH:35]=[CH:34][C:27]6[O:28][C:29]([CH3:32])([CH3:33])[O:30][CH2:31][C:26]=6[CH:25]=5)[O:21][C:20]4=[O:36])[CH:5]=[CH:6][CH:7]=3)[N:44]=[C:38]12. Given the reactants [NH2:1][C:2]1[CH:3]=[C:4]([CH2:8][O:9][CH2:10][CH2:11][O:12][CH2:13][CH2:14][CH2:15][CH2:16][CH2:17][CH2:18][N:19]2[CH2:23][C@@H:22]([C:24]3[CH:35]=[CH:34][C:27]4[O:28][C:29]([CH3:33])([CH3:32])[O:30][CH2:31][C:26]=4[CH:25]=3)[O:21][C:20]2=[O:36])[CH:5]=[CH:6][CH:7]=1.[S:37]1[CH2:41][CH2:40][N:39]2[CH:42]=[C:43]([CH:45]=O)[N:44]=[C:38]12.C(O[BH-](OC(=O)C)OC(=O)C)(=O)C.[Na+].P([O-])([O-])([O-])=O, predict the reaction product. (2) Given the reactants [CH2:1]([O:8][C:9]1[C:14]([O:15][CH2:16][CH2:17][CH3:18])=[CH:13][CH:12]=[C:11]([CH2:19][O:20][Si](C(C)C)(C(C)C)C(C)C)[N:10]=1)[C:2]1[CH:7]=[CH:6][CH:5]=[CH:4][CH:3]=1.[F-].C([N+](CCCC)(CCCC)CCCC)CCC.O1CCCC1, predict the reaction product. The product is: [CH2:1]([O:8][C:9]1[N:10]=[C:11]([CH2:19][OH:20])[CH:12]=[CH:13][C:14]=1[O:15][CH2:16][CH2:17][CH3:18])[C:2]1[CH:3]=[CH:4][CH:5]=[CH:6][CH:7]=1. (3) Given the reactants [S:1]1[CH2:7][C:5](=[O:6])[N:4]([CH2:8][C:9]([OH:11])=[O:10])[C:2]1=[S:3].[C:12]1([CH:18]([O:23][C:24]2[CH:25]=[C:26]([CH:29]=[CH:30][C:31]=2[O:32][CH2:33][CH2:34][C:35]2[CH:40]=[CH:39][CH:38]=[CH:37][CH:36]=2)[CH:27]=O)[C:19]([F:22])([F:21])[F:20])[CH:17]=[CH:16][CH:15]=[CH:14][CH:13]=1.C([O-])(=O)C.[Na+], predict the reaction product. The product is: [C:12]1([CH:18]([O:23][C:24]2[CH:25]=[C:26]([CH:27]=[C:7]3[S:1][C:2](=[S:3])[N:4]([CH2:8][C:9]([OH:11])=[O:10])[C:5]3=[O:6])[CH:29]=[CH:30][C:31]=2[O:32][CH2:33][CH2:34][C:35]2[CH:40]=[CH:39][CH:38]=[CH:37][CH:36]=2)[C:19]([F:22])([F:21])[F:20])[CH:17]=[CH:16][CH:15]=[CH:14][CH:13]=1. (4) Given the reactants [CH3:1][C:2]1[CH:7]=[C:6]([CH3:8])[CH:5]=[CH:4][C:3]=1[C:9]1[O:13][C:12]([NH2:14])=[N:11][N:10]=1.C([O-])([O-])=O.[K+].[K+].Br.Br[CH2:23][C:24]1[CH:29]=[CH:28][CH:27]=[CH:26][N:25]=1, predict the reaction product. The product is: [CH3:1][C:2]1[CH:7]=[C:6]([CH3:8])[CH:5]=[CH:4][C:3]=1[C:9]1[O:13][C:12]([NH:14][CH2:23][C:24]2[CH:29]=[CH:28][CH:27]=[CH:26][N:25]=2)=[N:11][N:10]=1.